This data is from Catalyst prediction with 721,799 reactions and 888 catalyst types from USPTO. The task is: Predict which catalyst facilitates the given reaction. (1) Reactant: [H-].[Na+].Cl.[OH:4][CH2:5][C:6]1[C:7]([CH3:14])=[C:8]([OH:13])[C:9]([CH3:12])=[N:10][CH:11]=1.[Cl:15][C:16]1[CH:21]=[C:20]([N+]([O-])=O)[CH:19]=[CH:18][N:17]=1. Product: [Cl:15][C:16]1[CH:21]=[C:20]([O:13][C:8]2[C:7]([CH3:14])=[C:6]([CH2:5][OH:4])[CH:11]=[N:10][C:9]=2[CH3:12])[CH:19]=[CH:18][N:17]=1. The catalyst class is: 18. (2) The catalyst class is: 250. Reactant: [CH3:1][O:2][C:3]1[N:8]=[C:7]([CH2:9][CH:10]2[CH2:15][NH:14][CH2:13][CH2:12][NH:11]2)[CH:6]=[CH:5][CH:4]=1.C(N(CC)CC)C.[S:23]1[CH:27]=[CH:26][CH:25]=[C:24]1[S:28](Cl)(=[O:30])=[O:29].C(Cl)Cl. Product: [CH3:1][O:2][C:3]1[N:8]=[C:7]([CH2:9][CH:10]2[NH:11][CH2:12][CH2:13][N:14]([S:28]([C:24]3[S:23][CH:27]=[CH:26][CH:25]=3)(=[O:30])=[O:29])[CH2:15]2)[CH:6]=[CH:5][CH:4]=1. (3) Reactant: [Cl:1][C:2]1[CH:7]=[CH:6][C:5]([C:8]2[N:12]([CH2:13][C@H:14]([OH:19])[C:15]([F:18])([F:17])[F:16])[C:11](=[O:20])[N:10]([CH2:21][C:22]([NH:24][C@@:25]([C:30]3[CH:35]=[CH:34][CH:33]=[C:32]([C:36]([F:39])([F:38])[F:37])[CH:31]=3)([CH3:29])[C:26](O)=O)=[O:23])[N:9]=2)=[CH:4][CH:3]=1.C1C=CC2N(O)N=NC=2C=1.C(Cl)CCl.[OH:54][NH:55][C:56](=[NH:58])[CH3:57].C(N(CC)C(C)C)(C)C. Product: [Cl:1][C:2]1[CH:7]=[CH:6][C:5]([C:8]2[N:12]([CH2:13][C@H:14]([OH:19])[C:15]([F:18])([F:16])[F:17])[C:11](=[O:20])[N:10]([CH2:21][C:22]([NH:24][C@@:25]([C:29]3[O:54][N:55]=[C:56]([CH3:57])[N:58]=3)([C:30]3[CH:35]=[CH:34][CH:33]=[C:32]([C:36]([F:39])([F:37])[F:38])[CH:31]=3)[CH3:26])=[O:23])[N:9]=2)=[CH:4][CH:3]=1. The catalyst class is: 174. (4) Reactant: O.[C:2]([O:5][CH2:6][CH2:7][CH2:8][CH2:9]/[C:10](/[CH3:26])=[CH:11]/[CH2:12][C:13]1[C:18]([CH3:19])=[C:17]([O:20]C)[C:16]([CH3:22])=[C:15]([CH3:23])[C:14]=1[O:24]C)(=[O:4])[CH3:3].CCOC(C)=O. Product: [C:2]([O:5][CH2:6][CH2:7][CH2:8][CH2:9]/[C:10](/[CH3:26])=[CH:11]/[CH2:12][C:13]1[C:14](=[O:24])[C:15]([CH3:23])=[C:16]([CH3:22])[C:17](=[O:20])[C:18]=1[CH3:19])(=[O:4])[CH3:3]. The catalyst class is: 751.